This data is from hERG potassium channel inhibition data for cardiac toxicity prediction from Karim et al.. The task is: Regression/Classification. Given a drug SMILES string, predict its toxicity properties. Task type varies by dataset: regression for continuous values (e.g., LD50, hERG inhibition percentage) or binary classification for toxic/non-toxic outcomes (e.g., AMES mutagenicity, cardiotoxicity, hepatotoxicity). Dataset: herg_karim. (1) The compound is Cc1cnc(COc2nc(N)nc3ccn(Cc4ccccn4)c23)o1. The result is 0 (non-blocker). (2) The molecule is CC1CN(CC2(C(N)=O)CCC2)CCN1S(=O)(=O)c1ccc(C(C)(O)C(F)(F)F)cc1. The result is 0 (non-blocker). (3) The compound is O=S(=O)(c1ccccc1)C1CCN(CCCc2ccccc2)CC1. The result is 1 (blocker). (4) The compound is CC(C)(C)C(F)CN1CCC(CNC(=O)c2cc(Cl)cc(Cl)c2)CC1. The result is 1 (blocker). (5) The compound is Cc1ccc2c(N3CCN(CCc4c(Cl)ccc5c4ccc(=O)n5C)CC3)cccc2n1. The result is 1 (blocker). (6) The result is 1 (blocker). The drug is CCCCCCOC(=O)NC(=N)c1ccc(NCc2nc3cc(C(=O)N(CCC(=O)OCC)c4ccccn4)ccc3n2C)cc1. (7) The drug is CN1CCN(C)c2nc(CNC34CCC(CC5(O)Cn6c(=O)ccc7ncc(F)c5c76)(CC3)OC4)ccc21. The result is 0 (non-blocker).